From a dataset of Full USPTO retrosynthesis dataset with 1.9M reactions from patents (1976-2016). Predict the reactants needed to synthesize the given product. (1) The reactants are: [OH:1][C:2]1[CH:7]=[CH:6][C:5]([N:8]=[N:9][C:10]2[CH:15]=[CH:14][C:13]([N:16]=[N:17][C:18]3[CH:23]=[CH:22][CH:21]=[CH:20][CH:19]=3)=[CH:12][CH:11]=2)=[CH:4][C:3]=1[CH3:24].C1(P(C2C=CC=CC=2)C2C=CC=CC=2)C=CC=CC=1.O[CH2:45][CH2:46][CH2:47][CH2:48][O:49][C:50](=[O:53])[CH:51]=[CH2:52].N(C(OCC)=O)=NC(OCC)=O. Given the product [C:50]([O:49][CH2:48][CH2:47][CH2:46][CH2:45][O:1][C:2]1[CH:7]=[CH:6][C:5]([N:8]=[N:9][C:10]2[CH:15]=[CH:14][C:13]([N:16]=[N:17][C:18]3[CH:23]=[CH:22][CH:21]=[CH:20][CH:19]=3)=[CH:12][CH:11]=2)=[CH:4][C:3]=1[CH3:24])(=[O:53])[CH:51]=[CH2:52], predict the reactants needed to synthesize it. (2) Given the product [CH:22]([C:2]1[CH:3]=[CH:4][C:5]([NH:8][C:9](=[O:14])[C:10]([CH3:13])([CH3:12])[CH3:11])=[N:6][CH:7]=1)=[O:23], predict the reactants needed to synthesize it. The reactants are: Br[C:2]1[CH:3]=[CH:4][C:5]([NH:8][C:9](=[O:14])[C:10]([CH3:13])([CH3:12])[CH3:11])=[N:6][CH:7]=1.C([Li])CCC.CN(C)[CH:22]=[O:23].COC(C)(C)C. (3) Given the product [Cl:13][C:14]1[C:19]([Cl:20])=[CH:18][CH:17]=[CH:16][C:15]=1[CH2:21][O:22][C:2]1[N:3]=[C:4]([OH:12])[C:5]2[CH:11]=[CH:10][N:9]=[CH:8][C:6]=2[N:7]=1, predict the reactants needed to synthesize it. The reactants are: Cl[C:2]1[N:3]=[C:4]([OH:12])[C:5]2[CH:11]=[CH:10][N:9]=[CH:8][C:6]=2[N:7]=1.[Cl:13][C:14]1[C:19]([Cl:20])=[CH:18][CH:17]=[CH:16][C:15]=1[CH2:21][OH:22]. (4) Given the product [F:1][C:2]1[CH:3]=[CH:4][C:5]([CH2:6][N:7]2[C:19](=[O:20])[C:18]3[C:17]([OH:21])=[C:16]4[C:11]([CH:12]=[CH:13][CH:14]=[N:15]4)=[C:10]([N:32]([CH3:41])[S:33]([CH3:36])(=[O:34])=[O:35])[C:9]=3[CH2:8]2)=[CH:37][CH:38]=1, predict the reactants needed to synthesize it. The reactants are: [F:1][C:2]1[CH:38]=[CH:37][C:5]([CH2:6][N:7]2[C:19](=[O:20])[C:18]3[C:17]([O:21][Si](C(C)C)(C(C)C)C(C)C)=[C:16]4[C:11]([CH:12]=[CH:13][CH:14]=[N:15]4)=[C:10]([NH:32][S:33]([CH3:36])(=[O:35])=[O:34])[C:9]=3[CH2:8]2)=[CH:4][CH:3]=1.[OH-].[K+].[CH3:41]OS(OC)(=O)=O.C(O)(C(F)(F)F)=O. (5) Given the product [CH3:1][O:2][C:3]1[CH:4]=[C:5](/[CH:9]=[CH:10]/[C:11]([O:13][CH3:14])=[O:12])[CH:6]=[CH:7][CH:8]=1, predict the reactants needed to synthesize it. The reactants are: [CH3:1][O:2][C:3]1[CH:4]=[C:5](/[CH:9]=[CH:10]/[C:11]([OH:13])=[O:12])[CH:6]=[CH:7][CH:8]=1.[C:14]([O-])([O-])=O.[K+].[K+].IC. (6) Given the product [CH3:1][C@@H:2]1[C@H:19]([OH:20])[C@@H:18]([CH3:21])[C:16](=[O:17])[C:15]([CH3:22])([CH3:23])[C@@H:14]([OH:24])[CH2:13][C:11](=[O:12])[O:10][C@H:9](/[C:25](/[CH3:33])=[CH:26]/[C:27]2[N:31]=[C:30]([CH3:32])[S:29][CH:28]=2)[CH2:8][C@@H:7]2[O:37][C@:6]2([CH3:34])[CH2:5][CH2:4][CH2:3]1, predict the reactants needed to synthesize it. The reactants are: [CH3:1][C@@H:2]1[C@H:19]([OH:20])[C@@H:18]([CH3:21])[C:16](=[O:17])[C:15]([CH3:23])([CH3:22])[C@@H:14]([OH:24])[CH2:13][C:11](=[O:12])[O:10][C@H:9](/[C:25](/[CH3:33])=[CH:26]/[C:27]2[N:31]=[C:30]([CH3:32])[S:29][CH:28]=2)[CH2:8][CH:7]=[C:6]([CH3:34])[CH2:5][CH2:4][CH2:3]1.CC1(C)O[O:37]1.